From a dataset of NCI-60 drug combinations with 297,098 pairs across 59 cell lines. Regression. Given two drug SMILES strings and cell line genomic features, predict the synergy score measuring deviation from expected non-interaction effect. (1) Drug 1: CN1C(=O)N2C=NC(=C2N=N1)C(=O)N. Drug 2: CC12CCC3C(C1CCC2O)C(CC4=C3C=CC(=C4)O)CCCCCCCCCS(=O)CCCC(C(F)(F)F)(F)F. Cell line: MCF7. Synergy scores: CSS=15.8, Synergy_ZIP=2.51, Synergy_Bliss=2.13, Synergy_Loewe=-15.4, Synergy_HSA=-2.83. (2) Drug 1: CC1=C(C=C(C=C1)NC(=O)C2=CC=C(C=C2)CN3CCN(CC3)C)NC4=NC=CC(=N4)C5=CN=CC=C5. Drug 2: C(=O)(N)NO. Cell line: HOP-92. Synergy scores: CSS=-1.77, Synergy_ZIP=2.56, Synergy_Bliss=4.01, Synergy_Loewe=-2.09, Synergy_HSA=-2.42. (3) Drug 1: CC1=C(C(=CC=C1)Cl)NC(=O)C2=CN=C(S2)NC3=CC(=NC(=N3)C)N4CCN(CC4)CCO. Drug 2: CC1=C(N=C(N=C1N)C(CC(=O)N)NCC(C(=O)N)N)C(=O)NC(C(C2=CN=CN2)OC3C(C(C(C(O3)CO)O)O)OC4C(C(C(C(O4)CO)O)OC(=O)N)O)C(=O)NC(C)C(C(C)C(=O)NC(C(C)O)C(=O)NCCC5=NC(=CS5)C6=NC(=CS6)C(=O)NCCC[S+](C)C)O. Cell line: PC-3. Synergy scores: CSS=26.7, Synergy_ZIP=-4.41, Synergy_Bliss=-0.0424, Synergy_Loewe=2.81, Synergy_HSA=4.32. (4) Drug 1: CN(CCCl)CCCl.Cl. Drug 2: COCCOC1=C(C=C2C(=C1)C(=NC=N2)NC3=CC=CC(=C3)C#C)OCCOC.Cl. Cell line: PC-3. Synergy scores: CSS=14.5, Synergy_ZIP=-1.70, Synergy_Bliss=0.550, Synergy_Loewe=1.55, Synergy_HSA=1.90.